This data is from Forward reaction prediction with 1.9M reactions from USPTO patents (1976-2016). The task is: Predict the product of the given reaction. (1) Given the reactants [Br:1][C:2]1[CH:3]=[CH:4][C:5](Cl)=[C:6]([CH:10]=1)[C:7]([OH:9])=O.[NH:12]1[CH2:17][CH2:16][CH2:15][CH2:14][CH:13]1[CH2:18][OH:19].[CH3:20][Mg]Br, predict the reaction product. The product is: [Br:1][C:2]1[CH:3]=[CH:4][C:5]2[O:19][CH:18]([CH3:20])[CH:13]3[CH2:14][CH2:15][CH2:16][CH2:17][N:12]3[C:7](=[O:9])[C:6]=2[CH:10]=1. (2) Given the reactants C(=O)([O-])[O-].[K+].[K+].[C:7]1(B(O)O)[CH:12]=[CH:11][CH:10]=[CH:9][CH:8]=1.[CH2:16]([O:18][C:19]([C:21]1[CH:22]=[N:23][N:24]([C:26]2[N:35]([CH2:36][O:37][CH2:38][CH2:39][O:40][CH3:41])[C:34](=[O:42])[C:33]3[C:28](=[CH:29][C:30](I)=[CH:31][CH:32]=3)[N:27]=2)[CH:25]=1)=[O:20])[CH3:17].C1COCC1, predict the reaction product. The product is: [CH2:16]([O:18][C:19]([C:21]1[CH:22]=[N:23][N:24]([C:26]2[N:35]([CH2:36][O:37][CH2:38][CH2:39][O:40][CH3:41])[C:34](=[O:42])[C:33]3[C:28](=[CH:29][C:30]([C:7]4[CH:12]=[CH:11][CH:10]=[CH:9][CH:8]=4)=[CH:31][CH:32]=3)[N:27]=2)[CH:25]=1)=[O:20])[CH3:17]. (3) Given the reactants Cl.[NH2:2][CH:3]1[CH2:11][C:10]2[C:5](=[CH:6][CH:7]=[CH:8][CH:9]=2)[CH2:4]1.C([O-])(=O)C.[Na+].[CH3:17][O:18][C:19](=[O:40])[CH2:20][C:21]1[CH:26]=[CH:25][CH:24]=[C:23]([O:27][C:28]2[CH:33]=[CH:32][C:31]([C:34]([F:37])([F:36])[F:35])=[CH:30][C:29]=2[CH:38]=O)[CH:22]=1.C([BH3-])#N.[Na+], predict the reaction product. The product is: [CH3:17][O:18][C:19](=[O:40])[CH2:20][C:21]1[CH:26]=[CH:25][CH:24]=[C:23]([O:27][C:28]2[CH:33]=[CH:32][C:31]([C:34]([F:36])([F:35])[F:37])=[CH:30][C:29]=2[CH2:38][NH:2][CH:3]2[CH2:11][C:10]3[C:5](=[CH:6][CH:7]=[CH:8][CH:9]=3)[CH2:4]2)[CH:22]=1. (4) Given the reactants [Br:1][C:2]1[CH:3]=[C:4]2[C:8](=[CH:9][CH:10]=1)[NH:7][C:6]1[C@H:11]([CH2:15][CH:16]([CH3:18])[CH3:17])[NH:12][CH2:13][CH2:14][C:5]2=1.[C:19](Cl)(=[O:22])[CH:20]=[CH2:21], predict the reaction product. The product is: [Br:1][C:2]1[CH:3]=[C:4]2[C:8](=[CH:9][CH:10]=1)[NH:7][C:6]1[C@H:11]([CH2:15][CH:16]([CH3:18])[CH3:17])[N:12]([C:19](=[O:22])[CH:20]=[CH2:21])[CH2:13][CH2:14][C:5]2=1.